This data is from NCI-60 drug combinations with 297,098 pairs across 59 cell lines. The task is: Regression. Given two drug SMILES strings and cell line genomic features, predict the synergy score measuring deviation from expected non-interaction effect. Drug 1: CC1=C2C(C(=O)C3(C(CC4C(C3C(C(C2(C)C)(CC1OC(=O)C(C(C5=CC=CC=C5)NC(=O)C6=CC=CC=C6)O)O)OC(=O)C7=CC=CC=C7)(CO4)OC(=O)C)O)C)OC(=O)C. Drug 2: CC1C(C(CC(O1)OC2CC(OC(C2O)C)OC3=CC4=CC5=C(C(=O)C(C(C5)C(C(=O)C(C(C)O)O)OC)OC6CC(C(C(O6)C)O)OC7CC(C(C(O7)C)O)OC8CC(C(C(O8)C)O)(C)O)C(=C4C(=C3C)O)O)O)O. Cell line: T-47D. Synergy scores: CSS=57.4, Synergy_ZIP=-1.45, Synergy_Bliss=1.74, Synergy_Loewe=0.852, Synergy_HSA=1.67.